From a dataset of Full USPTO retrosynthesis dataset with 1.9M reactions from patents (1976-2016). Predict the reactants needed to synthesize the given product. (1) Given the product [CH:23]1[C:18]2[CH2:17][C@H:16]3[N:6]([CH2:5][CH:3]4[CH2:4][CH2:1][CH2:2]4)[CH2:7][CH2:8][C@:9]45[C@H:10]([C@@H:11]([OH:12])[CH2:13][CH2:14][C@@:15]34[OH:26])[O:25][C:20]([C:19]=25)=[C:21]([OH:24])[CH:22]=1, predict the reactants needed to synthesize it. The reactants are: [CH2:1]1[CH2:4][CH:3]([CH2:5][N:6]2[C@@H:16]3[CH2:17][C:18]4[CH:23]=[CH:22][C:21]([OH:24])=[C:20]5[O:25][C@H:10]6[C:11]([CH2:13][CH2:14][C@:15]3([OH:26])[C@:9]6([C:19]=45)[CH2:8][CH2:7]2)=[O:12])[CH2:2]1.P(=O)(O)(O)O.[H][H]. (2) Given the product [F:36][C@H:37]1[CH2:41][CH2:40][N:39]([C:25]([C:21]2[CH:20]=[C:19]([C:12]3[CH:11]=[C:10]4[C:15]([CH2:16][CH:17]([CH3:18])[N:8]([C:6]5[CH:5]=[C:4]([N:28]6[CH2:29][CH2:30][N:31]([CH3:34])[CH2:32][CH2:33]6)[N:3]=[C:2]([NH2:1])[N:7]=5)[CH2:9]4)=[CH:14][CH:13]=3)[CH:24]=[CH:23][N:22]=2)=[O:27])[CH2:38]1, predict the reactants needed to synthesize it. The reactants are: [NH2:1][C:2]1[N:7]=[C:6]([N:8]2[CH:17]([CH3:18])[CH2:16][C:15]3[C:10](=[CH:11][C:12]([C:19]4[CH:24]=[CH:23][N:22]=[C:21]([C:25]([OH:27])=O)[CH:20]=4)=[CH:13][CH:14]=3)[CH2:9]2)[CH:5]=[C:4]([N:28]2[CH2:33][CH2:32][N:31]([CH3:34])[CH2:30][CH2:29]2)[N:3]=1.Cl.[F:36][C@H:37]1[CH2:41][CH2:40][NH:39][CH2:38]1. (3) The reactants are: [C:1](Cl)(=[O:5])[C:2](Cl)=O.[CH3:7][O:8][C:9]1[CH:10]=[C:11]([N:18]2[CH2:22][CH2:21][CH2:20][CH:19]2[C:23]([OH:25])=O)[CH:12]=[CH:13][C:14]=1[N+:15]([O-:17])=[O:16].[CH2:26]([N:28](CC)CC)[CH3:27]. Given the product [CH3:7][O:8][C:9]1[CH:10]=[C:11]([N:18]2[CH2:22][CH2:21][CH2:20][CH:19]2[C:23]([N:28]2[CH2:2][CH2:1][O:5][CH2:27][CH2:26]2)=[O:25])[CH:12]=[CH:13][C:14]=1[N+:15]([O-:17])=[O:16], predict the reactants needed to synthesize it. (4) The reactants are: Cl[C:2]1[CH:7]=[CH:6][N:5]=[C:4]([NH:8][CH2:9][CH2:10][C:11]2[CH:16]=[CH:15][C:14]([OH:17])=[CH:13][CH:12]=2)[N:3]=1.[C:18]([C:21]1[CH:22]=[C:23](B(O)O)[CH:24]=[CH:25][CH:26]=1)(=[O:20])[CH3:19]. Given the product [OH:17][C:14]1[CH:15]=[CH:16][C:11]([CH2:10][CH2:9][NH:8][C:4]2[N:3]=[C:2]([C:25]3[CH:26]=[C:21]([C:18](=[O:20])[CH3:19])[CH:22]=[CH:23][CH:24]=3)[CH:7]=[CH:6][N:5]=2)=[CH:12][CH:13]=1, predict the reactants needed to synthesize it. (5) Given the product [Cl:1][C:2]1[C:10]([Cl:11])=[CH:9][CH:8]=[CH:7][C:3]=1[C:4]([NH:20][CH2:19][CH:18]([C:21]1[CH:22]=[N:23][C:24]([C:27]([F:30])([F:28])[F:29])=[CH:25][CH:26]=1)[CH2:17][C:14]1([C:13]([F:12])([F:31])[F:32])[CH2:15][CH2:16]1)=[O:6], predict the reactants needed to synthesize it. The reactants are: [Cl:1][C:2]1[C:10]([Cl:11])=[CH:9][CH:8]=[CH:7][C:3]=1[C:4]([OH:6])=O.[F:12][C:13]([F:32])([F:31])[C:14]1([CH2:17][CH:18]([C:21]2[CH:22]=[N:23][C:24]([C:27]([F:30])([F:29])[F:28])=[CH:25][CH:26]=2)[CH2:19][NH2:20])[CH2:16][CH2:15]1.